This data is from Reaction yield outcomes from USPTO patents with 853,638 reactions. The task is: Predict the reaction yield, written as a fraction of the theoretical maximum amount of product (1.0 means a 100% yield; for example, 0.34 means a 34% yield). (1) The reactants are [CH2:1]([O:3][C:4](=[O:15])[C:5](=O)[C:6]([CH:11]1[CH2:13][CH2:12]1)=[CH:7][N:8](C)C)[CH3:2].Cl.[Cl:17][C:18]1[CH:23]=[CH:22][CH:21]=[C:20]([Cl:24])[C:19]=1[NH:25]N.Cl. The catalyst is C(O)C. The product is [CH2:1]([O:3][C:4]([C:5]1[N:25]([C:19]2[C:18]([Cl:17])=[CH:23][CH:22]=[CH:21][C:20]=2[Cl:24])[N:8]=[CH:7][C:6]=1[CH:11]1[CH2:13][CH2:12]1)=[O:15])[CH3:2]. The yield is 0.340. (2) The reactants are [Si]([O:8][CH2:9][C@@H:10]1[C@H:14]2[O:15][C:16]([CH3:19])([CH3:18])[O:17][C@H:13]2[C@H:12]([NH:20][C:21]2[CH:26]=[C:25]([C:27]#[C:28][C:29]3[CH:34]=[CH:33][CH:32]=[CH:31][CH:30]=3)[N:24]=[CH:23][N:22]=2)[CH2:11]1)(C(C)(C)C)(C)C.F.N1C=CC=CC=1. The catalyst is C1COCC1.N1C=CC=CC=1. The product is [CH3:18][C:16]1([CH3:19])[O:17][C@H:13]2[C@H:12]([NH:20][C:21]3[CH:26]=[C:25]([C:27]#[C:28][C:29]4[CH:34]=[CH:33][CH:32]=[CH:31][CH:30]=4)[N:24]=[CH:23][N:22]=3)[CH2:11][C@H:10]([CH2:9][OH:8])[C@H:14]2[O:15]1. The yield is 0.820. (3) The reactants are C(OC([NH:11][C@H:12]1[CH2:17][CH2:16][N:15]([C:18]2[S:22][C:21]([CH3:23])=[C:20]([C:24]([O:26][CH3:27])=[O:25])[CH:19]=2)[CH2:14][C@H:13]1[O:28][CH3:29])=O)C1C=CC=CC=1.Br.C(O)(=O)C. The catalyst is C(O)(=O)C.C(OCC)(=O)C. The product is [NH2:11][C@H:12]1[CH2:17][CH2:16][N:15]([C:18]2[S:22][C:21]([CH3:23])=[C:20]([C:24]([O:26][CH3:27])=[O:25])[CH:19]=2)[CH2:14][C@H:13]1[O:28][CH3:29]. The yield is 0.590. (4) The reactants are [C:1]12([CH2:11][C:12](O)=[O:13])[CH2:10][CH:5]3[CH2:6][CH:7]([CH2:9][CH:3]([CH2:4]3)[CH2:2]1)[CH2:8]2.CCN=C=N[CH2:20][CH2:21][CH2:22][N:23](C)C.C(N(CC)CC)C.[S:33]1C(NC)=C[C:35]2[CH:40]=[CH:41][CH:42]=[CH:43][C:34]1=2. The catalyst is C(Cl)Cl.CN(C1C=CN=CC=1)C. The product is [C:1]12([CH2:11][C:12]([NH:23][CH2:22][C:21]3[S:33][C:34]4[CH:43]=[CH:42][CH:41]=[CH:40][C:35]=4[CH:20]=3)=[O:13])[CH2:10][CH:5]3[CH2:4][CH:3]([CH2:9][CH:7]([CH2:6]3)[CH2:8]1)[CH2:2]2. The yield is 0.740. (5) The reactants are [CH3:1][C:2]1[N:3]=[C:4]([NH2:7])[S:5][CH:6]=1.Cl[C:9]1[CH:14]=[C:13]([O:15][CH:16]2[CH2:21][CH2:20][CH2:19][CH2:18][CH2:17]2)[CH:12]=[CH:11][N:10]=1.P([O-])([O-])([O-])=O.[K+].[K+].[K+].O. The catalyst is C1(C)C=CC=CC=1.C1C=CC(/C=C/C(/C=C/C2C=CC=CC=2)=O)=CC=1.C1C=CC(/C=C/C(/C=C/C2C=CC=CC=2)=O)=CC=1.C1C=CC(/C=C/C(/C=C/C2C=CC=CC=2)=O)=CC=1.[Pd].[Pd].CC1(C)C2C=CC=C(P(C3C=CC=CC=3)C3C=CC=CC=3)C=2OC2C1=CC=CC=2P(C1C=CC=CC=1)C1C=CC=CC=1. The product is [CH:16]1([O:15][C:13]2[CH:12]=[CH:11][N:10]=[C:9]([NH:7][C:4]3[S:5][CH:6]=[C:2]([CH3:1])[N:3]=3)[CH:14]=2)[CH2:17][CH2:18][CH2:19][CH2:20][CH2:21]1. The yield is 0.307. (6) The reactants are [CH3:1][N:2]1[CH2:7][CH2:6][CH:5]([O:8][C:9]2[CH:10]=[C:11]([CH:28]=[CH:29][CH:30]=2)[CH2:12][NH:13][CH2:14][C:15]2[CH:20]=[CH:19][C:18]([O:21][C:22]3[CH:27]=[CH:26][CH:25]=[CH:24][CH:23]=3)=[CH:17][CH:16]=2)[CH2:4][CH2:3]1.[CH:31](O)=O. The catalyst is C=O. The product is [CH3:31][N:13]([CH2:12][C:11]1[CH:28]=[CH:29][CH:30]=[C:9]([O:8][CH:5]2[CH2:4][CH2:3][N:2]([CH3:1])[CH2:7][CH2:6]2)[CH:10]=1)[CH2:14][C:15]1[CH:20]=[CH:19][C:18]([O:21][C:22]2[CH:23]=[CH:24][CH:25]=[CH:26][CH:27]=2)=[CH:17][CH:16]=1. The yield is 0.300. (7) The reactants are [NH:1]1[C:5]2[CH:6]=[CH:7][CH:8]=[CH:9][C:4]=2[N:3]=[C:2]1[CH2:10][CH2:11][CH2:12][OH:13].C(N(CC)C(C)C)(C)C.[C:23](O[C:23]([O:25][C:26]([CH3:29])([CH3:28])[CH3:27])=[O:24])([O:25][C:26]([CH3:29])([CH3:28])[CH3:27])=[O:24]. The catalyst is CN(C=O)C. The product is [C:26]([O:25][C:23]([N:1]1[C:5]2[CH:6]=[CH:7][CH:8]=[CH:9][C:4]=2[N:3]=[C:2]1[CH2:10][CH2:11][CH2:12][OH:13])=[O:24])([CH3:29])([CH3:28])[CH3:27]. The yield is 0.950.